Dataset: Full USPTO retrosynthesis dataset with 1.9M reactions from patents (1976-2016). Task: Predict the reactants needed to synthesize the given product. (1) Given the product [N:1]([CH:4]([C:6]1[N:7]=[C:8]2[S:16][CH:15]=[C:14]([CH3:17])[N:9]2[C:10](=[O:13])[C:11]=1[C:23]1[CH:22]=[CH:21][CH:20]=[C:19]([F:18])[CH:24]=1)[CH3:5])=[N+:2]=[N-:3], predict the reactants needed to synthesize it. The reactants are: [N:1]([CH:4]([C:6]1[N:7]=[C:8]2[S:16][CH:15]=[C:14]([CH3:17])[N:9]2[C:10](=[O:13])[C:11]=1Br)[CH3:5])=[N+:2]=[N-:3].[F:18][C:19]1[CH:20]=[C:21](B(O)O)[CH:22]=[CH:23][CH:24]=1.C(=O)([O-])[O-].[Na+].[Na+]. (2) Given the product [Cl:1][C:2]1[N:3]=[N:4][C:5]([OH:25])=[C:6]([C:15]2[CH:20]=[CH:19][N:18]=[CH:17][CH:16]=2)[C:7]=1[C:8]1[CH:13]=[CH:12][C:11]([Cl:14])=[CH:10][CH:9]=1, predict the reactants needed to synthesize it. The reactants are: [Cl:1][C:2]1[N:3]=[N:4][C:5](Cl)=[C:6]([C:15]2[CH:20]=[CH:19][N:18]=[CH:17][CH:16]=2)[C:7]=1[C:8]1[CH:13]=[CH:12][C:11]([Cl:14])=[CH:10][CH:9]=1.CC#N.[OH2:25]. (3) The reactants are: ON1C2C=CC=CC=2N=N1.[NH:11]1[CH2:16][CH2:15][CH2:14][CH:13]([C:17]2[C:25]3[C:20](=[CH:21][CH:22]=[CH:23][CH:24]=3)[NH:19][CH:18]=2)[CH2:12]1.CN1CCOCC1.[CH3:33][N:34]([CH3:51])[C:35]1([C:45]2[CH:50]=[CH:49][CH:48]=[CH:47][CH:46]=2)[CH2:40][CH2:39][C:38](=[CH:41][C:42](O)=[O:43])[CH2:37][CH2:36]1.C1(N=C=NC2CCCCC2)CCCCC1.C(NC1CCCCC1)(NC1CCCCC1)=O.[OH-].[Na+]. Given the product [CH3:51][N:34]([CH3:33])[C:35]1([C:45]2[CH:46]=[CH:47][CH:48]=[CH:49][CH:50]=2)[CH2:40][CH2:39][C:38](=[CH:41][C:42]([N:11]2[CH2:16][CH2:15][CH2:14][CH:13]([C:17]3[C:25]4[C:20](=[CH:21][CH:22]=[CH:23][CH:24]=4)[NH:19][CH:18]=3)[CH2:12]2)=[O:43])[CH2:37][CH2:36]1, predict the reactants needed to synthesize it. (4) Given the product [NH4+:5].[OH-:13].[OH:13][CH:10]1[CH2:11][CH2:12][C:8]([C:6]2[N:5]=[C:4]3[CH2:14][CH2:15][CH2:16][C:3]3=[C:2]([NH:28][C:25]3[CH:24]=[CH:23][C:22]([CH2:21][C:20]([O:19][CH2:17][CH3:18])=[O:29])=[CH:27][CH:26]=3)[CH:7]=2)=[CH:9]1, predict the reactants needed to synthesize it. The reactants are: Cl[C:2]1[CH:7]=[C:6]([C:8]2[CH2:12][CH2:11][CH:10]([OH:13])[CH:9]=2)[N:5]=[C:4]2[CH2:14][CH2:15][CH2:16][C:3]=12.[CH2:17]([O:19][C:20](=[O:29])[CH2:21][C:22]1[CH:27]=[CH:26][C:25]([NH2:28])=[CH:24][CH:23]=1)[CH3:18].C1C=CC(P(C2C(C3C(P(C4C=CC=CC=4)C4C=CC=CC=4)=CC=C4C=3C=CC=C4)=C3C(C=CC=C3)=CC=2)C2C=CC=CC=2)=CC=1.C(=O)([O-])[O-].[Cs+].[Cs+]. (5) The reactants are: C(OC([NH:8][C@@H:9]([CH2:13][CH2:14][N:15]([CH3:17])[CH3:16])[C:10]([NH2:12])=[O:11])=O)(C)(C)C.[O-]S(C(F)(F)F)(=O)=O.[Sn+2].[O-]S(C(F)(F)F)(=O)=O. Given the product [NH2:8][C@@H:9]([CH2:13][CH2:14][N:15]([CH3:17])[CH3:16])[C:10]([NH2:12])=[O:11], predict the reactants needed to synthesize it. (6) Given the product [NH2:26][C:24]1[CH:25]=[C:17]([C:3]2[CH:4]=[CH:5][C:6]([C:28]3[C:29]([S:34]([NH:37][C:38]4([CH2:43][OH:44])[CH2:42][CH2:41][CH2:40][CH2:39]4)(=[O:36])=[O:35])=[CH:30][CH:31]=[CH:32][CH:33]=3)=[CH:7][C:2]=2[F:1])[CH:18]=[C:19]2[C:23]=1[NH:22][CH:21]=[CH:20]2, predict the reactants needed to synthesize it. The reactants are: [F:1][C:2]1[CH:7]=[C:6](B2OC(C)(C)C(C)(C)O2)[CH:5]=[CH:4][C:3]=1[C:17]1[CH:18]=[C:19]2[C:23](=[C:24]([NH2:26])[CH:25]=1)[NH:22][CH:21]=[CH:20]2.Br[C:28]1[CH:33]=[CH:32][CH:31]=[CH:30][C:29]=1[S:34]([NH:37][C:38]1([CH2:43][OH:44])[CH2:42][CH2:41][CH2:40][CH2:39]1)(=[O:36])=[O:35]. (7) Given the product [ClH:10].[C:2]([C:3]1[CH:4]=[C:5]([NH2:6])[N:19]([C:15]2[CH:16]=[CH:17][CH:18]=[C:13]([O:12][CH3:11])[CH:14]=2)[N:20]=1)([CH3:9])([CH3:8])[CH3:1], predict the reactants needed to synthesize it. The reactants are: [CH3:1][C:2]([CH3:9])([CH3:8])[C:3](=O)[CH2:4][C:5]#[N:6].[ClH:10].[CH3:11][O:12][C:13]1[CH:14]=[C:15]([NH:19][NH2:20])[CH:16]=[CH:17][CH:18]=1.